From a dataset of CYP3A4 inhibition data for predicting drug metabolism from PubChem BioAssay. Regression/Classification. Given a drug SMILES string, predict its absorption, distribution, metabolism, or excretion properties. Task type varies by dataset: regression for continuous measurements (e.g., permeability, clearance, half-life) or binary classification for categorical outcomes (e.g., BBB penetration, CYP inhibition). Dataset: cyp3a4_veith. The compound is COc1cccc(-c2cncnc2N(C)Cc2ccco2)c1. The result is 1 (inhibitor).